The task is: Binary Classification. Given a T-cell receptor sequence (or CDR3 region) and an epitope sequence, predict whether binding occurs between them.. This data is from TCR-epitope binding with 47,182 pairs between 192 epitopes and 23,139 TCRs. (1) The epitope is LLWNGPMAV. The TCR CDR3 sequence is CASSALPGSSYNEQFF. Result: 0 (the TCR does not bind to the epitope). (2) The epitope is CLGGLLTMV. The TCR CDR3 sequence is CASSEDREDEQYF. Result: 0 (the TCR does not bind to the epitope). (3) The epitope is VTIAEILLI. The TCR CDR3 sequence is CASSQETGASTEAFF. Result: 0 (the TCR does not bind to the epitope). (4) The epitope is AMFWSVPTV. The TCR CDR3 sequence is CASRRDRSNQETQYF. Result: 0 (the TCR does not bind to the epitope).